Regression. Given two drug SMILES strings and cell line genomic features, predict the synergy score measuring deviation from expected non-interaction effect. From a dataset of NCI-60 drug combinations with 297,098 pairs across 59 cell lines. (1) Drug 2: C1=CN(C=N1)CC(O)(P(=O)(O)O)P(=O)(O)O. Drug 1: CCC1(CC2CC(C3=C(CCN(C2)C1)C4=CC=CC=C4N3)(C5=C(C=C6C(=C5)C78CCN9C7C(C=CC9)(C(C(C8N6C=O)(C(=O)OC)O)OC(=O)C)CC)OC)C(=O)OC)O.OS(=O)(=O)O. Synergy scores: CSS=0.431, Synergy_ZIP=0.356, Synergy_Bliss=-0.430, Synergy_Loewe=-2.43, Synergy_HSA=-1.69. Cell line: COLO 205. (2) Drug 1: CCCCC(=O)OCC(=O)C1(CC(C2=C(C1)C(=C3C(=C2O)C(=O)C4=C(C3=O)C=CC=C4OC)O)OC5CC(C(C(O5)C)O)NC(=O)C(F)(F)F)O. Drug 2: C1=CN(C=N1)CC(O)(P(=O)(O)O)P(=O)(O)O. Cell line: OVCAR-8. Synergy scores: CSS=40.9, Synergy_ZIP=5.15, Synergy_Bliss=5.40, Synergy_Loewe=4.07, Synergy_HSA=5.17. (3) Drug 1: C1=C(C(=O)NC(=O)N1)F. Drug 2: C(=O)(N)NO. Cell line: HS 578T. Synergy scores: CSS=39.3, Synergy_ZIP=5.10, Synergy_Bliss=4.18, Synergy_Loewe=-14.1, Synergy_HSA=1.72.